This data is from Forward reaction prediction with 1.9M reactions from USPTO patents (1976-2016). The task is: Predict the product of the given reaction. Given the reactants [C:1](=[O:40])([O:36][CH:37](I)[CH3:38])[O:2][CH:3]([CH2:20][O:21][C:22](=[O:35])[C@H:23]([CH:32]([CH3:34])[CH3:33])[NH:24][C:25]([O:27][C:28]([CH3:31])([CH3:30])[CH3:29])=[O:26])[CH2:4][O:5][C:6](=[O:19])[C@H:7]([CH:16]([CH3:18])[CH3:17])[NH:8][C:9]([O:11][C:12]([CH3:15])([CH3:14])[CH3:13])=[O:10].[CH3:41][C:42]([O:44][CH2:45][C:46]1[CH2:67][S:66][C@@H:49]2[C@H:50]([NH:53][C:54](/[C:56](/[C:60]3[N:64]=[C:63]([NH2:65])[S:62][CH:61]=3)=[N:57]\[O:58][CH3:59])=[O:55])[C:51](=[O:52])[N:48]2[C:47]=1[C:68]([O-:70])=[O:69])=[O:43].[Na+], predict the reaction product. The product is: [C:42]([O:44][CH2:45][C:46]1[CH2:67][S:66][C@@H:49]2[C@H:50]([NH:53][C:54](=[O:55])/[C:56](/[C:60]3[N:64]=[C:63]([NH2:65])[S:62][CH:61]=3)=[N:57]\[O:58][CH3:59])[C:51](=[O:52])[N:48]2[C:47]=1[C:68]([O:70][CH:37]([O:36][C:1]([O:2][CH:3]([CH2:20][O:21][C:22](=[O:35])[C@H:23]([CH:32]([CH3:34])[CH3:33])[NH:24][C:25]([O:27][C:28]([CH3:31])([CH3:30])[CH3:29])=[O:26])[CH2:4][O:5][C:6](=[O:19])[C@H:7]([CH:16]([CH3:18])[CH3:17])[NH:8][C:9]([O:11][C:12]([CH3:15])([CH3:14])[CH3:13])=[O:10])=[O:40])[CH3:38])=[O:69])(=[O:43])[CH3:41].